This data is from Experimentally validated miRNA-target interactions with 360,000+ pairs, plus equal number of negative samples. The task is: Binary Classification. Given a miRNA mature sequence and a target amino acid sequence, predict their likelihood of interaction. (1) The miRNA is mmu-miR-297a-5p with sequence AUGUAUGUGUGCAUGUGCAUGU. The protein sequence of the target gene is MSYTASPCPELVEPCAVHAEGMAQEESHRSQAPPTFYHGASQELDLSTKVYKRESGSPYSVLADTKMSKPHLHETEEQPYFREPRAVSDVHTVKEDRENSDDTEEEEEVSYKREQIIVEVNLNNQTLNVSKGEKGVSSQSKETPVLKTSSEEDEEETEEEATDNSSDYGENGRQKKKEKQVERVRVTQRRTRRAASAAAATTSPAPRTTRGRRKSAELPKRKKRATKEAKAPVQKAKCEEKETLTCEKCPRVFNTRWYLEKHMNVTHRRMQICDKCGKKFVLESELSLHQQTDCEKNIQC.... Result: 1 (interaction). (2) The miRNA is hsa-miR-505-5p with sequence GGGAGCCAGGAAGUAUUGAUGU. The protein sequence of the target gene is MSGRRCAGGGAACASAAAEAVEPAARELFEACRNGDVERVKRLVTPEKVNSRDTAGRKSTPLHFAAGFGRKDVVEYLLQNGANVQARDDGGLIPLHNACSFGHAEVVNLLLRHGADPNARDNWNYTPLHEAAIKGKIDVCIVLLQHGAEPTIRNTDGRTALDLADPSAKAVLTGEYKKDELLESARSGNEEKMMALLTPLNVNCHASDGRKSTPLHLAAGYNRVKIVQLLLQHGADVHAKDKGDLVPLHNACSYGHYEVTELLVKHGACVNAMDLWQFTPLHEAASKNRVEVCSLLLSYG.... Result: 0 (no interaction). (3) The miRNA is hsa-miR-8083 with sequence CAGGACUUGACGGCUGCAACU. The protein sequence of the target gene is MSSKGSSTDGRTDLANGSLSSSPEEMSGAEEGRETSSGIEVEASDLSLSLTGDDGGPNRTSTESRGTDTESSGEDKDSDSMEDTGHYSINDENRVHDRSEEEEEEEEEEEEEQPRRRVQRKRANRDQDSSDDERALEDWVSSETSALPRPRWQALPALRERELGSSARFVYEACGARVFVQRFRLQHGLEGHTGCVNTLHFNQRGTWLASGSDDLKVVVWDWVRRQPVLDFESGHKSNVFQAKFLPNSGDSTLAMCARDGQVRVAELSATQCCKNTKRVAQHKGASHKLALEPDSPCTFL.... Result: 0 (no interaction). (4) The miRNA is hsa-miR-520a-3p with sequence AAAGUGCUUCCCUUUGGACUGU. Result: 1 (interaction). The protein sequence of the target gene is MGSRVSREDFEWVYTDQPHADRRREILAKYPEIKSLMKPDPNLIWIIIMMVLTQLGAFYIVKDLDWKWVIFGAYAFGSCINHSMTLAIHEIAHNAAFGNCKAMWNRWFGMFANLPIGIPYSISFKRYHMDHHRYLGADGVDVDIPTDFEGWFFCTAFRKFIWVILQPLFYAFRPLFINPKPITYLEVINTVAQVTFDILIYYFLGIKSLVYMLAASLLGLGLHPISGHFIAEHYMFLKGHETYSYYGPLNLLTFNVGYHNEHHDFPNIPGKSLPLVRKIAAEYYDNLPHYNSWIKVLYDF.... (5) The miRNA is hsa-miR-2277-3p with sequence UGACAGCGCCCUGCCUGGCUC. The protein sequence of the target gene is MMPGPRPRKGPQARGQGVAAAKQMGLFMEFGPEDMLLGMDEAEDDEDLEAELLALTGEAQTTGKKPAPKGQAPLPMAHIEKLAADCMRDVEEEEEEEGLEEDAELLTELQEVLGVDEETEPLDGDEVADPGGSEEENGLEDTEPPVQTAVLTASAPAAQAGASQGLHALLEERIHNYREAAASAKEAGEAAKARRCERGLKTLESQLASVRRGRKINEDEIPPPVALGKRPLAPQEPANRSPETDPPAPPALESDNPSQPETSLPGISAQPVSDLDPDPRALLSSRQREYKVAALSAKRA.... Result: 1 (interaction). (6) The miRNA is hsa-miR-1271-3p with sequence AGUGCCUGCUAUGUGCCAGGCA. The protein sequence of the target gene is MLDLEVVPERSLGNEQWEFTLGMPLAQAVAILQKHCRIIRNVQVLYSEQSPLSHDLILNLTQDGITLLFDAFNQRLKVIEVCELTKVKLKYCGVHFNSQAIAPTIEQIDQSFGATHPGVYNSTEQLFHLNFRGLSFSFQLDSWTEAPKYEPNFAHGLASLQIPHGATVKRMYIYSGNSLQDTKAPVMPLSCFLGNVYAESVDVLRDGTGPSGLRLRLLAAGCGPGVLADAKMRVFERAVYFGDSCQDVLSMLGSPHKVFYKSEDKMKIHSPSPHKQVPSKCNDYFFNYFTLGVDILFDAN.... Result: 0 (no interaction).